From a dataset of Forward reaction prediction with 1.9M reactions from USPTO patents (1976-2016). Predict the product of the given reaction. (1) Given the reactants [OH:1][C:2]1[CH:11]=[CH:10][C:5]([C:6]([O:8][CH3:9])=[O:7])=[CH:4][CH:3]=1.C(=O)([O-])[O-].[K+].[K+].[CH2:18](Br)[C:19]1[CH:24]=[CH:23][CH:22]=[CH:21][CH:20]=1, predict the reaction product. The product is: [CH3:9][O:8][C:6](=[O:7])[C:5]1[CH:4]=[CH:3][C:2]([O:1][CH2:18][C:19]2[CH:24]=[CH:23][CH:22]=[CH:21][CH:20]=2)=[CH:11][CH:10]=1. (2) Given the reactants [Na].[C:2]([O:12]CC)(=[O:11])[CH2:3][C:4]([C:6]([O:8]CC)=O)=O.[OH-].[Na+].Cl.[CH:18]1([C:21](=[NH:23])[NH2:22])[CH2:20][CH2:19]1.Cl, predict the reaction product. The product is: [CH:18]1([C:21]2[NH:23][C:6](=[O:8])[CH:4]=[C:3]([C:2]([OH:12])=[O:11])[N:22]=2)[CH2:20][CH2:19]1. (3) Given the reactants [CH:1]1[C:6]([S:7](Cl)(=[O:9])=[O:8])=[CH:5][CH:4]=[C:3]([I:11])[CH:2]=1.[NH3:12], predict the reaction product. The product is: [I:11][C:3]1[CH:4]=[CH:5][C:6]([S:7]([NH2:12])(=[O:9])=[O:8])=[CH:1][CH:2]=1. (4) Given the reactants [F:1][C:2]([F:19])([F:18])[CH:3]([CH:12]1[CH2:17][CH2:16][NH:15][CH2:14][CH2:13]1)[O:4][Si:5]([CH2:10][CH3:11])([CH2:8][CH3:9])[CH2:6][CH3:7].[CH2:20](N([CH2:25][CH3:26])CC)C.Cl[C:28]([O:30][CH3:31])=[O:29].O, predict the reaction product. The product is: [CH3:20][CH2:16][CH2:17][CH2:12][CH2:13][CH3:14].[CH2:25]([CH:14]1[CH2:13][CH:12]([CH:3]([O:4][Si:5]([CH2:8][CH3:9])([CH2:6][CH3:7])[CH2:10][CH3:11])[C:2]([F:18])([F:1])[F:19])[CH2:17][CH2:16][N:15]1[C:28]([O:30][CH3:31])=[O:29])[CH3:26]. (5) Given the reactants [Si]([O:8][CH2:9][C@:10]12[CH2:26][CH2:25][C:24](=[N:27][O:28][C@H:29]3[CH2:33][CH2:32][NH:31][CH2:30]3)[CH2:23][C@@H:22]1[CH2:21][CH2:20][CH:19]1[CH:11]2[CH2:12][CH2:13][C@@:14]2([CH3:35])[CH:18]1[CH2:17][CH2:16][C:15]2=[O:34])(C(C)(C)C)(C)C.CCCC[N+](CCCC)(CCCC)CCCC.[F-].[Si](OC[C@]12CCC(=O)C[C@@H]1CCC1C2CC[C@@]2(C)C1CCC2=O)(C(C)(C)C)(C)C, predict the reaction product. The product is: [OH:8][CH2:9][C@:10]12[CH2:26][CH2:25][C:24](=[N:27][O:28][C@H:29]3[CH2:33][CH2:32][NH:31][CH2:30]3)[CH2:23][C@@H:22]1[CH2:21][CH2:20][CH:19]1[CH:11]2[CH2:12][CH2:13][C@@:14]2([CH3:35])[CH:18]1[CH2:17][CH2:16][C:15]2=[O:34].